This data is from Peptide-MHC class I binding affinity with 185,985 pairs from IEDB/IMGT. The task is: Regression. Given a peptide amino acid sequence and an MHC pseudo amino acid sequence, predict their binding affinity value. This is MHC class I binding data. (1) The peptide sequence is LLQLPRDKF. The MHC is HLA-A02:01 with pseudo-sequence HLA-A02:01. The binding affinity (normalized) is 0.123. (2) The peptide sequence is YVPSAEDNYL. The MHC is HLA-A02:02 with pseudo-sequence HLA-A02:02. The binding affinity (normalized) is 0. (3) The peptide sequence is YVPTEFWGF. The MHC is HLA-A24:03 with pseudo-sequence HLA-A24:03. The binding affinity (normalized) is 1.00. (4) The peptide sequence is RLTARGLIKM. The MHC is Mamu-A01 with pseudo-sequence Mamu-A01. The binding affinity (normalized) is 0.348. (5) The peptide sequence is ILGGGLLVGLLPAV. The MHC is HLA-A02:03 with pseudo-sequence HLA-A02:03. The binding affinity (normalized) is 0.595. (6) The binding affinity (normalized) is 0.739. The MHC is HLA-B08:01 with pseudo-sequence HLA-B08:01. The peptide sequence is FLKHKQSCAV.